Task: Binary Classification. Given a drug SMILES string, predict its activity (active/inactive) in a high-throughput screening assay against a specified biological target.. Dataset: M1 muscarinic receptor agonist screen with 61,833 compounds The drug is S(=O)(=O)(N1CCN(CC1)Cc1n(c2c(n1)cccc2)C)c1ccc(cc1)C. The result is 0 (inactive).